This data is from Forward reaction prediction with 1.9M reactions from USPTO patents (1976-2016). The task is: Predict the product of the given reaction. (1) Given the reactants [Cl:1][C:2]1[CH:7]=[CH:6][C:5]([N:8]2[CH2:13][CH2:12][N:11]([C:14]3[N:15]=[C:16]([NH:23][C:24]4[CH:29]=[CH:28][CH:27]=[C:26]([CH2:30][N:31]5[CH2:36][CH2:35][O:34][CH2:33][CH2:32]5)[CH:25]=4)[C:17]4[S:22][CH2:21][CH2:20][C:18]=4[N:19]=3)[CH2:10][CH2:9]2)=[CH:4][CH:3]=1.[OH:37]O.N, predict the reaction product. The product is: [Cl:1][C:2]1[CH:3]=[CH:4][C:5]([N:8]2[CH2:9][CH2:10][N:11]([C:14]3[N:15]=[C:16]([NH:23][C:24]4[CH:29]=[CH:28][CH:27]=[C:26]([CH2:30][N:31]5[CH2:32][CH2:33][O:34][CH2:35][CH2:36]5)[CH:25]=4)[C:17]4[S:22](=[O:37])[CH2:21][CH2:20][C:18]=4[N:19]=3)[CH2:12][CH2:13]2)=[CH:6][CH:7]=1. (2) Given the reactants [F:1][C:2]([F:16])([F:15])[C:3]1[CH:4]=[C:5]([CH:9]2[O:14][CH2:13][CH2:12][NH:11][CH2:10]2)[CH:6]=[CH:7][CH:8]=1.[F:17][C:18]([F:26])([F:25])[C:19](=[CH2:24])[C:20]([O:22][CH3:23])=[O:21], predict the reaction product. The product is: [F:17][C:18]([F:26])([F:25])[CH:19]([CH2:24][N:11]1[CH2:12][CH2:13][O:14][CH:9]([C:5]2[CH:6]=[CH:7][CH:8]=[C:3]([C:2]([F:1])([F:15])[F:16])[CH:4]=2)[CH2:10]1)[C:20]([O:22][CH3:23])=[O:21]. (3) Given the reactants [Cl:1][C:2]1[CH:3]=[C:4]([CH2:9][CH2:10][C:11]2[CH:16]=[CH:15][C:14]([NH2:17])=[CH:13][CH:12]=2)[CH:5]=[CH:6][C:7]=1[Cl:8].[CH3:18][O:19][C:20](=[O:31])[C:21]1[CH:26]=[C:25]([N+:27]([O-:29])=[O:28])[CH:24]=[CH:23][C:22]=1Br.C(=O)([O-])[O-].[Cs+].[Cs+].C1(C)C=CC(P(C2C=CC3C(=CC=CC=3)C=2C2C3C(=CC=CC=3)C=CC=2)C2C=CC(C)=CC=2)=CC=1, predict the reaction product. The product is: [CH3:18][O:19][C:20](=[O:31])[C:21]1[CH:26]=[C:25]([N+:27]([O-:29])=[O:28])[CH:24]=[CH:23][C:22]=1[NH:17][C:14]1[CH:13]=[CH:12][C:11]([CH2:10][CH2:9][C:4]2[CH:5]=[CH:6][C:7]([Cl:8])=[C:2]([Cl:1])[CH:3]=2)=[CH:16][CH:15]=1. (4) Given the reactants Br[C:2]1[CH:3]=[C:4]([C:14]([NH:16][CH2:17][C:18]2[C:19](=[O:26])[NH:20][C:21]([CH3:25])=[CH:22][C:23]=2[CH3:24])=[O:15])[C:5]2[CH:6]=[N:7][N:8]([CH:11]([CH3:13])[CH3:12])[C:9]=2[CH:10]=1.[F:27][C:28]([F:39])([F:38])[C:29]1[CH:34]=[CH:33][CH:32]=[CH:31][C:30]=1B(O)O.C(=O)(O)[O-].[Na+].O, predict the reaction product. The product is: [CH3:24][C:23]1[CH:22]=[C:21]([CH3:25])[NH:20][C:19](=[O:26])[C:18]=1[CH2:17][NH:16][C:14]([C:4]1[C:5]2[CH:6]=[N:7][N:8]([CH:11]([CH3:13])[CH3:12])[C:9]=2[CH:10]=[C:2]([C:30]2[CH:31]=[CH:32][CH:33]=[CH:34][C:29]=2[C:28]([F:39])([F:38])[F:27])[CH:3]=1)=[O:15]. (5) The product is: [CH:1]([O:4][C:5]1[CH:13]=[CH:12][C:11]([S:14]([CH3:17])(=[O:16])=[O:15])=[CH:10][C:6]=1[C:7]([N:29]1[CH2:30][CH2:31][N:26]([C:23]2[S:24][CH:25]=[C:21]([CH2:20][C:19]([F:33])([F:18])[F:32])[N:22]=2)[CH2:27][CH2:28]1)=[O:9])([CH3:2])[CH3:3]. Given the reactants [CH:1]([O:4][C:5]1[CH:13]=[CH:12][C:11]([S:14]([CH3:17])(=[O:16])=[O:15])=[CH:10][C:6]=1[C:7]([OH:9])=O)([CH3:3])[CH3:2].[F:18][C:19]([F:33])([F:32])[CH2:20][C:21]1[N:22]=[C:23]([N:26]2[CH2:31][CH2:30][NH:29][CH2:28][CH2:27]2)[S:24][CH:25]=1, predict the reaction product. (6) Given the reactants Br[C:2]1[CH:7]=[CH:6][CH:5]=[C:4]([Br:8])[N:3]=1.[Br-].[F:10][C:11]1[CH:18]=[CH:17][C:14]([CH2:15][Zn+])=[CH:13][CH:12]=1, predict the reaction product. The product is: [Br:8][C:4]1[CH:5]=[CH:6][CH:7]=[C:2]([CH2:15][C:14]2[CH:17]=[CH:18][C:11]([F:10])=[CH:12][CH:13]=2)[N:3]=1.